Predict the reactants needed to synthesize the given product. From a dataset of Full USPTO retrosynthesis dataset with 1.9M reactions from patents (1976-2016). Given the product [C:4]1([CH:7]([C:8]2[CH:9]=[CH:10][CH:11]=[CH:12][CH:13]=2)[S:14][CH2:15][C:16]([OH:17])=[O:27])[CH:3]=[CH:2][CH:1]=[CH:6][CH:5]=1, predict the reactants needed to synthesize it. The reactants are: [CH:1]1[CH:2]=[CH:3][C:4]([CH:7]([S+:14]([O-])[CH2:15][C:16](N)=[O:17])[C:8]2[CH:9]=[CH:10][CH:11]=[CH:12][CH:13]=2)=[CH:5][CH:6]=1.C1(C(C2C=CC=CC=2)[OH:27])C=CC=CC=1.NC(N)=S.Br.ClCC(O)=O.